Dataset: Peptide-MHC class I binding affinity with 185,985 pairs from IEDB/IMGT. Task: Regression. Given a peptide amino acid sequence and an MHC pseudo amino acid sequence, predict their binding affinity value. This is MHC class I binding data. (1) The peptide sequence is FARQNNGAF. The MHC is HLA-B83:01 with pseudo-sequence HLA-B83:01. The binding affinity (normalized) is 0.213. (2) The peptide sequence is GLYSSTVPV. The MHC is Mamu-A2601 with pseudo-sequence Mamu-A2601. The binding affinity (normalized) is 0. (3) The peptide sequence is ATEETFKLSY. The MHC is HLA-A23:01 with pseudo-sequence HLA-A23:01. The binding affinity (normalized) is 0. (4) The peptide sequence is AHYEEDVNL. The MHC is HLA-A03:01 with pseudo-sequence HLA-A03:01. The binding affinity (normalized) is 0.0847. (5) The binding affinity (normalized) is 0.172. The peptide sequence is SVLTILYYGA. The MHC is HLA-A68:02 with pseudo-sequence HLA-A68:02.